From a dataset of Forward reaction prediction with 1.9M reactions from USPTO patents (1976-2016). Predict the product of the given reaction. (1) Given the reactants [OH:1][C:2]1[CH:3]=[C:4]([CH:7]=[CH:8][CH:9]=1)[CH:5]=[O:6].[C:10]([O-])([O-])=O.[K+].[K+].O, predict the reaction product. The product is: [CH3:10][O:1][C:2]1[CH:3]=[C:4]([CH:7]=[CH:8][CH:9]=1)[CH:5]=[O:6]. (2) Given the reactants [OH:1][C:2]1[CH:7]=[CH:6][C:5]([C:8]2[CH:9]=[C:10]3[C:15](=[CH:16][CH:17]=2)[N:14]=[C:13]([C:18]([O:20][CH3:21])=[O:19])[CH:12]=[CH:11]3)=[CH:4][CH:3]=1.C1(P(C2C=CC=CC=2)C2C=CC=CC=2)C=CC=CC=1.[CH:41]1([C:45]2[O:49][N:48]=[C:47]([C:50]3[C:55]([Cl:56])=[CH:54][N:53]=[CH:52][C:51]=3[Cl:57])[C:46]=2[CH2:58]O)[CH2:44][CH2:43][CH2:42]1.N(C(OC(C)C)=O)=NC(OC(C)C)=O, predict the reaction product. The product is: [CH:41]1([C:45]2[O:49][N:48]=[C:47]([C:50]3[C:51]([Cl:57])=[CH:52][N:53]=[CH:54][C:55]=3[Cl:56])[C:46]=2[CH2:58][O:1][C:2]2[CH:7]=[CH:6][C:5]([C:8]3[CH:9]=[C:10]4[C:15](=[CH:16][CH:17]=3)[N:14]=[C:13]([C:18]([O:20][CH3:21])=[O:19])[CH:12]=[CH:11]4)=[CH:4][CH:3]=2)[CH2:42][CH2:43][CH2:44]1. (3) Given the reactants C(OC(=O)[NH:7][CH:8]([CH2:23][C:24]1[CH:29]=[CH:28][C:27]([OH:30])=[CH:26][N:25]=1)[C:9]([NH:11][CH2:12][C:13]1[CH:18]=[CH:17][C:16]([C:19](=[O:22])[NH:20][OH:21])=[CH:15][CH:14]=1)=[O:10])(C)(C)C.C(O)(C(F)(F)F)=O, predict the reaction product. The product is: [NH2:7][CH:8]([CH2:23][C:24]1[CH:29]=[CH:28][C:27]([OH:30])=[CH:26][N:25]=1)[C:9]([NH:11][CH2:12][C:13]1[CH:18]=[CH:17][C:16]([C:19]([NH:20][OH:21])=[O:22])=[CH:15][CH:14]=1)=[O:10]. (4) Given the reactants [Cl:1][C:2]1[CH:3]=[C:4]([C:10]2[CH:11]=[C:12]3[C:17](=[CH:18][CH:19]=2)[N:16]=[CH:15][C:14]([C:20]([CH:22]2[CH2:24][CH2:23]2)=[O:21])=[C:13]3[NH:25][C:26]2[CH:31]=[CH:30][C:29]([C:32]([NH:35]C(=O)OC(C)(C)C)([CH3:34])[CH3:33])=[CH:28][CH:27]=2)[CH:5]=[C:6]([F:9])[C:7]=1[OH:8].C(O)(C(F)(F)F)=O, predict the reaction product. The product is: [NH2:35][C:32]([C:29]1[CH:28]=[CH:27][C:26]([NH:25][C:13]2[C:12]3[C:17](=[CH:18][CH:19]=[C:10]([C:4]4[CH:5]=[C:6]([F:9])[C:7]([OH:8])=[C:2]([Cl:1])[CH:3]=4)[CH:11]=3)[N:16]=[CH:15][C:14]=2[C:20]([CH:22]2[CH2:23][CH2:24]2)=[O:21])=[CH:31][CH:30]=1)([CH3:34])[CH3:33]. (5) Given the reactants [C:1]([N:8]1[CH2:13][CH2:12][N:11]([C:14]2[CH:19]=[CH:18][CH:17]=[CH:16][C:15]=2[NH:20][S:21]([CH3:24])(=[O:23])=[O:22])[CH2:10][CH2:9]1)([O:3][C:4]([CH3:7])([CH3:6])[CH3:5])=[O:2].[H-].[Na+].[CH2:27](I)[CH:28]([CH3:30])[CH3:29], predict the reaction product. The product is: [C:1]([N:8]1[CH2:9][CH2:10][N:11]([C:14]2[CH:19]=[CH:18][CH:17]=[CH:16][C:15]=2[N:20]([CH2:27][CH:28]([CH3:30])[CH3:29])[S:21]([CH3:24])(=[O:23])=[O:22])[CH2:12][CH2:13]1)([O:3][C:4]([CH3:7])([CH3:6])[CH3:5])=[O:2]. (6) Given the reactants C(OC(=O)[NH:7][CH2:8][C:9]1[CH:14]=[CH:13][C:12]([C:15](=[O:42])[NH:16][CH2:17][C:18]2[CH:23]=[CH:22][C:21]([O:24][CH2:25][C:26]([N:28]3[CH2:32][C:31](=[O:33])[C@@H:30]([O:34][Si](C(C)(C)C)(C)C)[CH2:29]3)=[O:27])=[CH:20][CH:19]=2)=[CH:11][CH:10]=1)(C)(C)C.Cl, predict the reaction product. The product is: [NH2:7][CH2:8][C:9]1[CH:14]=[CH:13][C:12]([C:15]([NH:16][CH2:17][C:18]2[CH:19]=[CH:20][C:21]([O:24][CH2:25][C:26]([N:28]3[CH2:29][C:30](=[O:34])[C@@H:31]([OH:33])[CH2:32]3)=[O:27])=[CH:22][CH:23]=2)=[O:42])=[CH:11][CH:10]=1. (7) The product is: [CH3:21][NH:22][C:3]([C@@H:5]1[O:9][C:8](=[O:10])[N:7]([C:11]2[CH:20]=[CH:19][C:14]3[C:15]([CH3:18])=[N:16][O:17][C:13]=3[CH:12]=2)[CH2:6]1)=[O:4]. Given the reactants CO[C:3]([C@@H:5]1[O:9][C:8](=[O:10])[N:7]([C:11]2[CH:20]=[CH:19][C:14]3[C:15]([CH3:18])=[N:16][O:17][C:13]=3[CH:12]=2)[CH2:6]1)=[O:4].[CH3:21][NH2:22], predict the reaction product. (8) The product is: [C:23]([CH2:22][CH2:21][C:11]1[C:10]2[C:14](=[CH:15][C:7]([C:1]3[CH:2]=[CH:3][CH:4]=[CH:5][CH:6]=3)=[CH:8][CH:9]=2)[NH:13][C:12]=1[C:16]([OH:18])=[O:17])([OH:25])=[O:24]. Given the reactants [C:1]1([C:7]2[CH:15]=[C:14]3[C:10]([C:11]([CH2:21][CH2:22][C:23]([O:25]CC)=[O:24])=[C:12]([C:16]([O:18]CC)=[O:17])[NH:13]3)=[CH:9][CH:8]=2)[CH:6]=[CH:5][CH:4]=[CH:3][CH:2]=1.O.O.O.[OH-].[Li+], predict the reaction product. (9) Given the reactants Br[C:2]1[C:7]2[N:8]=[C:9]([C:11]3[C:18]([Cl:19])=[CH:17][C:14]([C:15]#[N:16])=[CH:13][C:12]=3[Cl:20])[NH:10][C:6]=2[CH:5]=[CH:4][N:3]=1.[CH:21]1([C:24]([NH2:26])=[O:25])[CH2:23][CH2:22]1.CC1(C)C2C(=C(P(C3C=CC=CC=3)C3C=CC=CC=3)C=CC=2)OC2C(P(C3C=CC=CC=3)C3C=CC=CC=3)=CC=CC1=2.C([O-])([O-])=O.[Cs+].[Cs+], predict the reaction product. The product is: [Cl:20][C:12]1[CH:13]=[C:14]([C:15]#[N:16])[CH:17]=[C:18]([Cl:19])[C:11]=1[C:9]1[NH:8][C:7]2[C:2]([NH:26][C:24]([CH:21]3[CH2:23][CH2:22]3)=[O:25])=[N:3][CH:4]=[CH:5][C:6]=2[N:10]=1. (10) Given the reactants COC[O:4][C:5]1[CH:30]=[CH:29][C:28]([CH3:31])=[CH:27][C:6]=1/[CH:7]=[C:8]1/[C:9](=[O:26])[N:10]([S:16]([C:19]2[CH:24]=[CH:23][C:22]([Cl:25])=[CH:21][CH:20]=2)(=[O:18])=[O:17])[CH2:11][C:12](=[O:15])[NH:13][CH2:14]/1.FC(F)(F)C(O)=O, predict the reaction product. The product is: [OH:4][C:5]1[CH:30]=[CH:29][C:28]([CH3:31])=[CH:27][C:6]=1/[CH:7]=[C:8]1/[C:9](=[O:26])[N:10]([S:16]([C:19]2[CH:20]=[CH:21][C:22]([Cl:25])=[CH:23][CH:24]=2)(=[O:17])=[O:18])[CH2:11][C:12](=[O:15])[NH:13][CH2:14]/1.